This data is from Reaction yield outcomes from USPTO patents with 853,638 reactions. The task is: Predict the reaction yield, written as a fraction of the theoretical maximum amount of product (1.0 means a 100% yield; for example, 0.34 means a 34% yield). (1) The reactants are [Br:1][C:2]1[S:6][C:5]([S:7]([NH:10][C@H:11]([C:21](OCC)=[O:22])[CH:12]([C:17]([F:20])([F:19])[F:18])[C:13]([F:16])([F:15])[F:14])(=[O:9])=[O:8])=[CH:4][CH:3]=1.[Li+].[BH4-]. The catalyst is C1COCC1. The product is [Br:1][C:2]1[S:6][C:5]([S:7]([NH:10][CH:11]([CH2:21][OH:22])[CH:12]([C:17]([F:18])([F:20])[F:19])[C:13]([F:15])([F:16])[F:14])(=[O:8])=[O:9])=[CH:4][CH:3]=1. The yield is 0.596. (2) The product is [C:1]([O:5][C:6]([NH:8][CH:9]1[CH2:14][CH2:13][CH2:12][N:11]([C:23]2[CH:24]=[C:19]([CH:20]=[CH:21][CH:22]=2)[C:17]([O:16][CH3:15])=[O:18])[CH2:10]1)=[O:7])([CH3:4])([CH3:2])[CH3:3]. The catalyst is ClCCl.C([O-])(=O)C.[Cu+2].C([O-])(=O)C. The yield is 0.460. The reactants are [C:1]([O:5][C:6]([NH:8][CH:9]1[CH2:14][CH2:13][CH2:12][NH:11][CH2:10]1)=[O:7])([CH3:4])([CH3:3])[CH3:2].[CH3:15][O:16][C:17]([C:19]1[CH:20]=[C:21](OB(O)O)[CH:22]=[CH:23][CH:24]=1)=[O:18].C(N(CC)CC)C. (3) The reactants are [CH2:1]([O:3][C:4]1[CH:5]=[C:6]([C:20]2[CH:25]=[CH:24][C:23]([CH2:26][C:27]([OH:29])=[O:28])=[C:22]([F:30])[CH:21]=2)[CH:7]=[N:8][C:9]=1[O:10]CC1C=CC(OC)=CC=1)[CH3:2]. The catalyst is CO.[Pd]. The product is [CH2:1]([O:3][C:4]1[C:9](=[O:10])[NH:8][CH:7]=[C:6]([C:20]2[CH:25]=[CH:24][C:23]([CH2:26][C:27]([OH:29])=[O:28])=[C:22]([F:30])[CH:21]=2)[CH:5]=1)[CH3:2]. The yield is 0.940. (4) The reactants are [S:1]([Cl:5])(=[O:4])(=[O:3])O.C(Cl)Cl.[C:9]1([C:15]2[CH:20]=[CH:19][C:18]([C:21]3[CH:26]=[CH:25][CH:24]=[CH:23][CH:22]=3)=[CH:17][CH:16]=2)[CH:14]=[CH:13][CH:12]=[CH:11][CH:10]=1.C(Cl)(Cl)Cl. The catalyst is [Cl-].[Na+].O. The product is [Cl:5][S:1]([C:12]1[CH:11]=[CH:10][C:9]([C:15]2[CH:20]=[CH:19][C:18]([C:21]3[CH:22]=[CH:23][C:24]([S:1]([Cl:5])(=[O:4])=[O:3])=[CH:25][CH:26]=3)=[CH:17][CH:16]=2)=[CH:14][CH:13]=1)(=[O:4])=[O:3]. The yield is 0.670. (5) The reactants are [Cl:1][C:2]1[CH:3]=[CH:4][C:5]([O:15][CH2:16][C:17]2[C:22]([F:23])=[CH:21][CH:20]=[CH:19][C:18]=2[F:24])=[C:6]([C:8](=O)[CH2:9][CH2:10][C:11](=O)[CH3:12])[CH:7]=1.[NH2:25][C:26]1[CH:27]=[C:28]([CH:32]=[CH:33][C:34]=1[F:35])[C:29]([OH:31])=[O:30].CC1C=CC(S(O)(=O)=O)=CC=1. The catalyst is C(#N)C.C(Cl)Cl. The product is [Cl:1][C:2]1[CH:3]=[CH:4][C:5]([O:15][CH2:16][C:17]2[C:22]([F:23])=[CH:21][CH:20]=[CH:19][C:18]=2[F:24])=[C:6]([C:8]2[N:25]([C:26]3[CH:27]=[C:28]([CH:32]=[CH:33][C:34]=3[F:35])[C:29]([OH:31])=[O:30])[C:11]([CH3:12])=[CH:10][CH:9]=2)[CH:7]=1. The yield is 0.280. (6) The reactants are [Li]C(C)(C)C.Br[C:7]1[CH:12]=[C:11]([CH2:13][O:14][CH3:15])[CH:10]=[C:9]([O:16][CH3:17])[C:8]=1[O:18][CH3:19].[CH:20](=[O:25])[C:21]([CH3:24])([CH3:23])[CH3:22]. The catalyst is C(OCC)C. The product is [CH3:19][O:18][C:8]1[C:9]([O:16][CH3:17])=[CH:10][C:11]([CH2:13][O:14][CH3:15])=[CH:12][C:7]=1[CH:20]([OH:25])[C:21]([CH3:24])([CH3:23])[CH3:22]. The yield is 0.845. (7) The reactants are C([Si]([S:11][Si:12]([CH:19]([CH3:21])[CH3:20])([CH:16]([CH3:18])[CH3:17])[CH:13]([CH3:15])[CH3:14])(C(C)C)C(C)C)(C)C.[H-].[Na+].[C:24]([C:26]1([CH2:49][CH:50]2[CH2:52][CH2:51]2)[CH2:31][CH2:30][C:29](OS(C(F)(F)C(F)(F)C(F)(F)C(F)(F)F)(=O)=O)=[CH:28][CH2:27]1)#[N:25]. The catalyst is O1CCCC1.C1(C)C=CC=CC=1. The product is [CH:50]1([CH2:49][C:26]2([C:24]#[N:25])[CH2:31][CH2:30][C:29]([S:11][Si:12]([CH:13]([CH3:14])[CH3:15])([CH:16]([CH3:17])[CH3:18])[CH:19]([CH3:20])[CH3:21])=[CH:28][CH2:27]2)[CH2:52][CH2:51]1. The yield is 1.00. (8) The yield is 0.336. The catalyst is C(#N)CC. The product is [F:18][C:19]1[CH:20]=[C:21]([CH:28]=[CH:29][C:30]=1[N:31]1[CH2:32][CH2:33][N:34]([CH2:2][C:3]2[CH:12]=[N:11][C:10]3[N:9]4[CH2:13][CH2:14][CH2:15][C@H:8]4[C:7](=[O:16])[NH:6][C:5]=3[CH:4]=2)[CH2:35][CH2:36]1)[C:22]([NH:24][CH:25]([CH3:27])[CH3:26])=[O:23]. The reactants are O[CH2:2][C:3]1[CH:12]=[N:11][C:10]2[N:9]3[CH2:13][CH2:14][CH2:15][C@H:8]3[C:7](=[O:16])[NH:6][C:5]=2[CH:4]=1.Cl.[F:18][C:19]1[CH:20]=[C:21]([CH:28]=[CH:29][C:30]=1[N:31]1[CH2:36][CH2:35][NH:34][CH2:33][CH2:32]1)[C:22]([NH:24][CH:25]([CH3:27])[CH3:26])=[O:23].[I-].C(C[P+](C)(C)C)#N.C(N(CC)C(C)C)(C)C.